This data is from Catalyst prediction with 721,799 reactions and 888 catalyst types from USPTO. The task is: Predict which catalyst facilitates the given reaction. (1) Reactant: Br[C:2]1[N:3]=[C:4]2[C:10]([C:11]([NH:13][C:14]([CH3:17])([CH3:16])[CH3:15])=[O:12])=[CH:9][N:8]([CH2:18][O:19][CH2:20][CH2:21][Si:22]([CH3:25])([CH3:24])[CH3:23])[C:5]2=[N:6][CH:7]=1.[CH3:26][S:27]([C:30]1[CH:36]=[CH:35][C:33]([NH2:34])=[CH:32][CH:31]=1)(=[O:29])=[O:28].CC1(C)C2C(=C(P(C3C=CC=CC=3)C3C=CC=CC=3)C=CC=2)OC2C(P(C3C=CC=CC=3)C3C=CC=CC=3)=CC=CC1=2.C(=O)([O-])[O-].[Cs+].[Cs+]. Product: [C:14]([NH:13][C:11]([C:10]1[C:4]2[C:5](=[N:6][CH:7]=[C:2]([NH:34][C:33]3[CH:32]=[CH:31][C:30]([S:27]([CH3:26])(=[O:29])=[O:28])=[CH:36][CH:35]=3)[N:3]=2)[N:8]([CH2:18][O:19][CH2:20][CH2:21][Si:22]([CH3:25])([CH3:24])[CH3:23])[CH:9]=1)=[O:12])([CH3:17])([CH3:16])[CH3:15]. The catalyst class is: 62. (2) Reactant: [H-].[Na+].[C:3]1([C:9]2[S:10][CH:11]=[C:12]([CH2:14][C:15]([O:17][CH2:18][CH3:19])=[O:16])[N:13]=2)[CH:8]=[CH:7][CH:6]=[CH:5][CH:4]=1.[C:20](OCC)(=[O:22])[CH3:21]. Product: [C:3]1([C:9]2[S:10][CH:11]=[C:12]([CH:14]([C:20]([CH3:21])=[O:22])[C:15]([O:17][CH2:18][CH3:19])=[O:16])[N:13]=2)[CH:4]=[CH:5][CH:6]=[CH:7][CH:8]=1. The catalyst class is: 7. (3) Reactant: [Br:1][C:2]1[CH:3]=[CH:4][C:5]2[S:9](=[O:11])(=[O:10])[NH:8][CH:7]([CH3:12])[C:6]=2[CH:13]=1.Cl[CH2:15][C:16]([N:18]1[CH2:23][CH2:22][O:21][CH2:20][CH2:19]1)=[O:17].C([O-])([O-])=O.[K+].[K+]. Product: [Br:1][C:2]1[CH:3]=[CH:4][C:5]2[S:9](=[O:10])(=[O:11])[N:8]([CH2:15][C:16]([N:18]3[CH2:23][CH2:22][O:21][CH2:20][CH2:19]3)=[O:17])[CH:7]([CH3:12])[C:6]=2[CH:13]=1. The catalyst class is: 550. (4) Reactant: Cl[C:2]1[CH:7]=[C:6]([Cl:8])[N:5]=[CH:4][N:3]=1.C(=O)([O-])[O-].[K+].[K+].Cl.[F:16][C:17]([F:21])([F:20])[CH2:18][NH2:19].[Cl-].[NH4+]. Product: [Cl:8][C:6]1[N:5]=[CH:4][N:3]=[C:2]([NH:19][CH2:18][C:17]([F:21])([F:20])[F:16])[CH:7]=1. The catalyst class is: 60. (5) Reactant: [C:1]1([S:7]([C:10]2[CH:26]=[CH:25][C:13]([CH2:14][NH:15][CH2:16][C@@H:17]([C:19]3[CH:24]=[CH:23][CH:22]=[CH:21][CH:20]=3)[OH:18])=[CH:12][CH:11]=2)(=[O:9])=[O:8])[CH:6]=[CH:5][CH:4]=[CH:3][CH:2]=1.[C:27](O)(=O)C.C=O.C(O[BH-](OC(=O)C)OC(=O)C)(=O)C.[Na+]. Product: [C:1]1([S:7]([C:10]2[CH:11]=[CH:12][C:13]([CH2:14][N:15]([CH3:27])[CH2:16][C@@H:17]([C:19]3[CH:20]=[CH:21][CH:22]=[CH:23][CH:24]=3)[OH:18])=[CH:25][CH:26]=2)(=[O:9])=[O:8])[CH:6]=[CH:5][CH:4]=[CH:3][CH:2]=1. The catalyst class is: 20. (6) Reactant: C1C=CC2N(O)N=[N:7]C=2C=1.CCN=C=NCCCN(C)C.Cl.Cl.CCN(C(C)C)C(C)C.[C:33]([O:37][C:38]([N:40]1[CH2:45][CH2:44][CH:43]([C:46]2[CH:51]=[CH:50][C:49]([NH:52][C:53]3[N:58]=[C:57]([CH2:59][CH2:60][C:61]4[CH:66]=[C:65]([CH3:67])[CH:64]=[CH:63][C:62]=4[CH2:68][C:69](O)=[O:70])[C:56]([C:72]([F:75])([F:74])[F:73])=[CH:55][N:54]=3)=[CH:48][CH:47]=2)[CH2:42][CH2:41]1)=[O:39])([CH3:36])([CH3:35])[CH3:34].C(=O)([O-])[O-].[NH4+].[NH4+]. Product: [NH2:7][C:69](=[O:70])[CH2:68][C:62]1[CH:63]=[CH:64][C:65]([CH3:67])=[CH:66][C:61]=1[CH2:60][CH2:59][C:57]1[C:56]([C:72]([F:74])([F:75])[F:73])=[CH:55][N:54]=[C:53]([NH:52][C:49]2[CH:48]=[CH:47][C:46]([CH:43]3[CH2:42][CH2:41][N:40]([C:38]([O:37][C:33]([CH3:35])([CH3:34])[CH3:36])=[O:39])[CH2:45][CH2:44]3)=[CH:51][CH:50]=2)[N:58]=1. The catalyst class is: 118. (7) Reactant: [H-].[Na+].[Cl:3][C:4]1[C:5]([CH:16]=[O:17])=[CH:6][NH:7][C:8]=1[C:9]1[CH:14]=[CH:13][CH:12]=[CH:11][C:10]=1[F:15].C1OCCOCCOCCOCCOC1.Cl.[N:34]1[CH:39]=[CH:38][CH:37]=[C:36]([S:40](Cl)(=[O:42])=[O:41])[CH:35]=1. The catalyst class is: 30. Product: [Cl:3][C:4]1[C:5]([CH:16]=[O:17])=[CH:6][N:7]([S:40]([C:36]2[CH:35]=[N:34][CH:39]=[CH:38][CH:37]=2)(=[O:42])=[O:41])[C:8]=1[C:9]1[CH:14]=[CH:13][CH:12]=[CH:11][C:10]=1[F:15]. (8) Reactant: [C:1]1([S:7]([NH:10][C@@H:11]([CH2:19][NH2:20])[C:12]([O:14][C:15]([CH3:18])([CH3:17])[CH3:16])=[O:13])(=[O:9])=[O:8])[CH:6]=[CH:5][CH:4]=[CH:3][CH:2]=1.ON1[C:26]2[CH:27]=C[CH:29]=[CH:30][C:25]=2N=N1.[CH3:31][N:32]1[CH2:37][CH2:36]O[CH2:34][CH2:33]1.Cl.[CH2:39]([N:41]=[C:42]=[N:43][CH2:44][CH2:45][CH2:46][N:47](C)C)[CH3:40].[C:50](=[O:53])([O-])O.[Na+]. Product: [C:1]1([S:7]([NH:10][C@@H:11]([CH2:19][NH:20][C:50](=[O:53])[C:26]2[CH:25]=[CH:30][CH:29]=[C:31]([N:32]3[CH2:37][CH2:36][CH:40]([CH2:39][NH:41][C:42]4[N:43]=[CH:44][CH:45]=[CH:46][N:47]=4)[CH2:34][CH2:33]3)[CH:27]=2)[C:12]([O:14][C:15]([CH3:16])([CH3:17])[CH3:18])=[O:13])(=[O:8])=[O:9])[CH:2]=[CH:3][CH:4]=[CH:5][CH:6]=1. The catalyst class is: 145. (9) Reactant: [CH:1]([C:3]1[CH:12]=[C:11]2[C:6]([CH:7]=[CH:8][C:9]([C@H:13]([O:15][C:16]([C@@H:18]3[CH2:23][CH2:22][CH2:21][N:20]([C:24](=[O:42])[C@@H:25]([NH:27][C:28](=[O:41])[C@@H:29]([NH:33]C(OC(C)(C)C)=O)[CH:30]([CH3:32])[CH3:31])[CH3:26])[NH:19]3)=[O:17])[CH3:14])=[N:10]2)=[CH:5][CH:4]=1)=[CH2:2].C[Si](OS(C(F)(F)F)(=O)=O)(C)C.[CH:55]1([CH2:58][C@H:59](/[CH:63]=[CH:64]/[CH3:65])[C:60]([OH:62])=O)[CH2:57][CH2:56]1.Cl.CN(C)CCCN=C=NCC.ON1C2C=CC=CC=2N=N1. Product: [CH:1]([C:3]1[CH:12]=[C:11]2[C:6]([CH:7]=[CH:8][C:9]([C@H:13]([O:15][C:16]([C@@H:18]3[CH2:23][CH2:22][CH2:21][N:20]([C:24](=[O:42])[C@@H:25]([NH:27][C:28](=[O:41])[C@@H:29]([NH:33][C:60](=[O:62])[C@H:59]([CH2:58][CH:55]4[CH2:56][CH2:57]4)/[CH:63]=[CH:64]/[CH3:65])[CH:30]([CH3:31])[CH3:32])[CH3:26])[NH:19]3)=[O:17])[CH3:14])=[N:10]2)=[CH:5][CH:4]=1)=[CH2:2]. The catalyst class is: 545. (10) Reactant: [CH3:1][C:2]1[C:6]([C@H:7]([C:25]([O:27][C:28]([CH3:31])([CH3:30])[CH3:29])=[O:26])[C@@H:8]([CH2:19][CH2:20][C:21]([F:24])([F:23])[F:22])[C:9]([O:11]CC2C=CC=CC=2)=[O:10])=[CH:5][O:4][N:3]=1.[H][H]. Product: [C:28]([O:27][C:25](=[O:26])[C@H:7]([C@@H:8]([CH2:19][CH2:20][C:21]([F:24])([F:22])[F:23])[C:9]([OH:11])=[O:10])[C:6]1[C:2]([CH3:1])=[N:3][O:4][CH:5]=1)([CH3:31])([CH3:29])[CH3:30]. The catalyst class is: 105.